From a dataset of Full USPTO retrosynthesis dataset with 1.9M reactions from patents (1976-2016). Predict the reactants needed to synthesize the given product. (1) Given the product [CH2:3]([S:4][CH2:5][C:6]([OH:8])=[O:7])[CH2:2][CH2:1][S:10][CH2:11][C:12]([OH:14])=[O:13], predict the reactants needed to synthesize it. The reactants are: [CH2:1]([S:10][CH2:11][C:12]([O:14]C)=[O:13])[CH2:2][CH2:3][S:4][CH2:5][C:6]([O:8]C)=[O:7]. (2) The reactants are: [C:1]([OH:20])(=[O:19])[CH2:2][CH2:3][CH2:4][CH2:5][CH2:6][CH2:7][CH2:8][CH2:9][CH2:10][CH2:11][CH2:12][CH2:13][CH2:14][CH2:15][C:16]([OH:18])=[O:17].[C:21](OC(O[C:21]([CH3:24])([CH3:23])[CH3:22])N(C)C)([CH3:24])([CH3:23])[CH3:22]. Given the product [C:21]([O:17][C:16](=[O:18])[CH2:15][CH2:14][CH2:13][CH2:12][CH2:11][CH2:10][CH2:9][CH2:8][CH2:7][CH2:6][CH2:5][CH2:4][CH2:3][CH2:2][C:1]([OH:20])=[O:19])([CH3:24])([CH3:23])[CH3:22], predict the reactants needed to synthesize it. (3) Given the product [Cl:6][C:7]1[N:12]=[CH:11][C:10]([CH2:14][CH2:15][CH3:16])=[C:9]([CH3:17])[N:8]=1.[Cl:13][C:11]1[C:10]([CH2:14][CH2:15][CH3:16])=[C:9]([CH3:17])[N:8]=[CH:7][N:12]=1.[CH3:17][C:9]1[N:8]=[CH:7][N:12]=[CH:11][C:10]=1[CH2:14][CH2:15][CH3:16], predict the reactants needed to synthesize it. The reactants are: CC(O[Na])=O.[Cl:6][C:7]1[N:12]=[C:11]([Cl:13])[C:10]([CH2:14][CH2:15][CH3:16])=[C:9]([CH3:17])[N:8]=1.